This data is from TCR-epitope binding with 47,182 pairs between 192 epitopes and 23,139 TCRs. The task is: Binary Classification. Given a T-cell receptor sequence (or CDR3 region) and an epitope sequence, predict whether binding occurs between them. (1) Result: 1 (the TCR binds to the epitope). The epitope is KEIDRLNEV. The TCR CDR3 sequence is CASSQGPLSNEKLFF. (2) The TCR CDR3 sequence is CASSRSLNVNSNQPQHF. Result: 0 (the TCR does not bind to the epitope). The epitope is RISNCVADY.